This data is from Catalyst prediction with 721,799 reactions and 888 catalyst types from USPTO. The task is: Predict which catalyst facilitates the given reaction. (1) Reactant: Cl.[CH2:2]([O:9][NH:10][CH2:11][C:12]([N:14](C(OC(C)(C)C)=O)[CH:15]1[CH2:20][CH2:19][CH2:18][CH2:17][CH2:16]1)=[O:13])[C:3]1[CH:8]=[CH:7][CH:6]=[CH:5][CH:4]=1.C(=O)([O-])[O-].CO. Product: [CH2:2]([O:9][NH:10][CH2:11][C:12]([NH:14][CH:15]1[CH2:20][CH2:19][CH2:18][CH2:17][CH2:16]1)=[O:13])[C:3]1[CH:4]=[CH:5][CH:6]=[CH:7][CH:8]=1. The catalyst class is: 12. (2) Reactant: [O:1]=[S:2]1(=[O:35])[CH2:7][CH2:6][N:5]([C:8]2[CH:13]=[CH:12][C:11]([C:14]3[S:18][C:17]([CH:19]4[CH2:24][CH2:23][O:22][CH2:21][CH2:20]4)=[N:16][C:15]=3[C@@H:25]3[CH2:30][CH2:29][CH2:28][CH2:27][C@H:26]3[C:31]([O:33]C)=[O:32])=[CH:10][CH:9]=2)[CH2:4][CH2:3]1.C1COCC1.[OH-].[Na+]. Product: [O:35]=[S:2]1(=[O:1])[CH2:7][CH2:6][N:5]([C:8]2[CH:9]=[CH:10][C:11]([C:14]3[S:18][C:17]([CH:19]4[CH2:24][CH2:23][O:22][CH2:21][CH2:20]4)=[N:16][C:15]=3[C@@H:25]3[CH2:30][CH2:29][CH2:28][CH2:27][C@H:26]3[C:31]([OH:33])=[O:32])=[CH:12][CH:13]=2)[CH2:4][CH2:3]1. The catalyst class is: 5. (3) Reactant: [Cl:1][C:2]1[CH:38]=[CH:37][C:5]([C:6]([N:8]2[CH2:14][C:13]3[CH:15]=[C:16](C(O)=O)[CH:17]=[CH:18][C:12]=3[N:11]([CH2:22][C:23]3[CH:28]=[CH:27][C:26]([C:29]([N:31]4[CH2:35][CH:34]=[CH:33][CH2:32]4)=[O:30])=[CH:25][CH:24]=3)[C:10](=[O:36])[CH2:9]2)=[O:7])=[CH:4][CH:3]=1.[CH2:39]([N:41](CC)CC)[CH3:40].ClC(OCC)=[O:48].O.N. Product: [Cl:1][C:2]1[CH:3]=[CH:4][C:5]([C:6]([N:8]2[CH2:14][C:13]3[CH:15]=[C:16]([CH2:40][C:39]([NH2:41])=[O:48])[CH:17]=[CH:18][C:12]=3[N:11]([CH2:22][C:23]3[CH:28]=[CH:27][C:26]([C:29]([N:31]4[CH2:35][CH:34]=[CH:33][CH2:32]4)=[O:30])=[CH:25][CH:24]=3)[C:10](=[O:36])[CH2:9]2)=[O:7])=[CH:37][CH:38]=1. The catalyst class is: 1. (4) Reactant: Cl.O.[NH:3]1[CH2:8][CH2:7][C:6](=[O:9])[CH2:5][CH2:4]1.[CH2:10](N(CC)CC)C.CN1CCOCC1.[CH3:24][O:25][C:26]1[CH:31]=[C:30]([CH3:32])[C:29]([S:33]([N:36]2[CH2:40][CH2:39][CH2:38][CH:37]2[CH2:41][O:42][CH2:43][C:44]([OH:46])=O)(=[O:35])=[O:34])=[C:28]([CH3:47])[CH:27]=1.F[P-](F)(F)(F)(F)F.N1(O[P+](N(C)C)(N(C)C)N(C)C)C2C=CC=CC=2N=N1. Product: [CH3:24][O:25][C:26]1[CH:27]=[C:28]([CH3:47])[C:29]([S:33]([N:36]2[CH2:40][CH2:39][CH2:10][CH2:38][CH:37]2[CH2:41][O:42][CH2:43][C:44]([N:3]2[CH2:8][CH2:7][C:6](=[O:9])[CH2:5][CH2:4]2)=[O:46])(=[O:35])=[O:34])=[C:30]([CH3:32])[CH:31]=1. The catalyst class is: 9. (5) Reactant: [CH3:1][N:2]([CH3:12])[C:3](=[O:11])[CH2:4][N:5]1[CH2:10][CH2:9][NH:8][CH2:7][CH2:6]1.[S:13]([NH2:17])(N)(=[O:15])=[O:14].C1(P(C2CCCCC2)C2C=CC=CC=2C2C(C(C)C)=CC(C(C)C)=CC=2C(C)C)CCCCC1.C(=O)([O-])[O-].[Cs+].[Cs+].Cl[C:59]1[CH:64]=[C:63]([O:65][CH3:66])[N:62]=[C:61]([S:67][CH2:68][C:69]2[CH:74]=[CH:73][CH:72]=[C:71]([F:75])[C:70]=2[F:76])[N:60]=1. Product: [F:76][C:70]1[C:71]([F:75])=[CH:72][CH:73]=[CH:74][C:69]=1[CH2:68][S:67][C:61]1[N:60]=[C:59]([NH:17][S:13]([N:8]2[CH2:7][CH2:6][N:5]([CH2:4][C:3]([N:2]([CH3:12])[CH3:1])=[O:11])[CH2:10][CH2:9]2)(=[O:15])=[O:14])[CH:64]=[C:63]([O:65][CH3:66])[N:62]=1. The catalyst class is: 62.